This data is from Forward reaction prediction with 1.9M reactions from USPTO patents (1976-2016). The task is: Predict the product of the given reaction. (1) Given the reactants C([N:8]1[CH2:20][C@@H:19]2[C@H:10]([C:11](=[O:25])[NH:12][C:13]3[C:14]([C:21]([F:24])([F:23])[F:22])=[CH:15][CH:16]=[CH:17][C:18]=32)[CH2:9]1)C1C=CC=CC=1.[ClH:26].[H][H], predict the reaction product. The product is: [ClH:26].[F:24][C:21]([F:22])([F:23])[C:14]1[C:13]2[NH:12][C:11](=[O:25])[C@@H:10]3[CH2:9][NH:8][CH2:20][C@H:19]3[C:18]=2[CH:17]=[CH:16][CH:15]=1. (2) Given the reactants [N:1]([CH2:4][CH:5]1[NH:10][C:9]2[C:11](Br)=[CH:12][C:13]([F:15])=[CH:14][C:8]=2[O:7][CH2:6]1)=[N+:2]=[N-:3].[F:17][C:18]1[CH:23]=[CH:22][CH:21]=[CH:20][C:19]=1B(O)O, predict the reaction product. The product is: [N:1]([CH2:4][CH:5]1[NH:10][C:9]2[C:11]([C:19]3[CH:20]=[CH:21][CH:22]=[CH:23][C:18]=3[F:17])=[CH:12][C:13]([F:15])=[CH:14][C:8]=2[O:7][CH2:6]1)=[N+:2]=[N-:3]. (3) Given the reactants [Cl:1][C:2]1[CH:9]=[C:8](I)[CH:7]=[C:6]([F:11])[C:3]=1[C:4]#[N:5].[O:12]1[CH2:17][CH2:16][CH2:15][CH2:14][CH:13]1[N:18]1[C:22](B2OC(C)(C)C(C)(C)O2)=[CH:21][CH:20]=[N:19]1.C(=O)([O-])[O-].[Na+].[Na+], predict the reaction product. The product is: [Cl:1][C:2]1[CH:9]=[C:8]([C:22]2[N:18]([CH:13]3[CH2:14][CH2:15][CH2:16][CH2:17][O:12]3)[N:19]=[CH:20][CH:21]=2)[CH:7]=[C:6]([F:11])[C:3]=1[C:4]#[N:5]. (4) Given the reactants Cl.[Br:2][C:3]1[CH:4]=[C:5]([C:9](=[NH:12])OC)[CH:6]=[CH:7][CH:8]=1.[CH2:13]([O:15][CH:16]([O:19][CH2:20][CH3:21])[CH2:17][NH2:18])[CH3:14], predict the reaction product. The product is: [CH2:13]([O:15][CH:16]([O:19][CH2:20][CH3:21])[CH2:17][NH:18][C:9]([C:5]1[CH:6]=[CH:7][CH:8]=[C:3]([Br:2])[CH:4]=1)=[NH:12])[CH3:14].